This data is from hERG Central: cardiac toxicity at 1µM, 10µM, and general inhibition. The task is: Predict hERG channel inhibition at various concentrations. (1) The molecule is CCCCC1=CC2=CC(=O)C(C)(OC(=O)CC)C(=O)C2=CN1Cc1ccc2c(c1)OCO2. Results: hERG_inhib (hERG inhibition (general)): blocker. (2) Results: hERG_inhib (hERG inhibition (general)): blocker. The drug is O=C(C1CCN(C2CCN(C/C=C/c3ccccc3)CC2)CC1)N1CCOCC1.